Predict the reactants needed to synthesize the given product. From a dataset of Full USPTO retrosynthesis dataset with 1.9M reactions from patents (1976-2016). The reactants are: Cl.[Cl:2][C:3]1[N:7]([CH3:8])[CH:6]=[N:5][C:4]=1[CH2:9]Cl.[CH3:11][C:12]1[N:17]=[C:16]([SH:18])[N:15]=[C:14]([OH:19])[CH:13]=1.C(=O)([O-])[O-].[K+].[K+]. Given the product [Cl:2][C:3]1[N:7]([CH3:8])[CH:6]=[N:5][C:4]=1[CH2:9][S:18][C:16]1[N:15]=[C:14]([OH:19])[CH:13]=[C:12]([CH3:11])[N:17]=1, predict the reactants needed to synthesize it.